Predict the reaction yield, written as a fraction of the theoretical maximum amount of product (1.0 means a 100% yield; for example, 0.34 means a 34% yield). From a dataset of Reaction yield outcomes from USPTO patents with 853,638 reactions. (1) The yield is 0.550. The reactants are Cl[C:2]1[CH:3]=[CH:4][C:5]2[N:6]([C:8]([CH:11]([C:13]3[C:14]([F:24])=[C:15]4[C:20](=[CH:21][C:22]=3[F:23])[N:19]=[CH:18][CH:17]=[CH:16]4)[OH:12])=[CH:9][N:10]=2)[N:7]=1.C([Sn](CCCC)(CCCC)[C:30]([O:32]CC)=[CH2:31])CCC.Cl.O. The catalyst is CN(C=O)C.C1C=CC([P]([Pd]([P](C2C=CC=CC=2)(C2C=CC=CC=2)C2C=CC=CC=2)([P](C2C=CC=CC=2)(C2C=CC=CC=2)C2C=CC=CC=2)[P](C2C=CC=CC=2)(C2C=CC=CC=2)C2C=CC=CC=2)(C2C=CC=CC=2)C2C=CC=CC=2)=CC=1. The product is [F:24][C:14]1[C:13]([CH:11]([OH:12])[C:8]2[N:6]3[N:7]=[C:2]([C:30](=[O:32])[CH3:31])[CH:3]=[CH:4][C:5]3=[N:10][CH:9]=2)=[C:22]([F:23])[CH:21]=[C:20]2[C:15]=1[CH:16]=[CH:17][CH:18]=[N:19]2. (2) The reactants are [CH2:1]([O:3][C:4]([C:6]1[CH:7]=[N:8][N:9]([C:11]([NH:26][C:27](OCC)=[O:28])=[N:12][C:13]2[CH:18]=[CH:17][C:16]([C:19]([N:21]3[CH2:25][CH2:24][CH2:23][CH2:22]3)=[O:20])=[CH:15][CH:14]=2)[CH:10]=1)=[O:5])[CH3:2].ClCCCl. The catalyst is [Ti](Cl)(Cl)(Cl)Cl.C(O)C. The product is [CH2:1]([O:3][C:4]([C:6]1[CH:7]=[N:8][N:9]([C:11]2[NH:26][C:27](=[O:28])[C:14]3[C:13](=[CH:18][CH:17]=[C:16]([C:19]([N:21]4[CH2:22][CH2:23][CH2:24][CH2:25]4)=[O:20])[CH:15]=3)[N:12]=2)[CH:10]=1)=[O:5])[CH3:2]. The yield is 0.0200. (3) The reactants are Cl.[C:2]([N:5]([CH2:37][C:38]1[CH:43]=[C:42]([C:44]([F:47])([F:46])[F:45])[CH:41]=[C:40]([C:48]([F:51])([F:50])[F:49])[CH:39]=1)[CH:6]1[CH2:12][CH2:11][CH2:10][N:9]([C:13]([O:15][CH:16]([CH3:18])[CH3:17])=[O:14])[C:8]2[CH:19]=[CH:20][C:21]([N:23]=C(C3C=CC=CC=3)C3C=CC=CC=3)=[CH:22][C:7]1=2)(=[O:4])[CH3:3]. The catalyst is O1CCCC1.C(OCC)(=O)C. The product is [C:2]([N:5]([CH2:37][C:38]1[CH:39]=[C:40]([C:48]([F:51])([F:50])[F:49])[CH:41]=[C:42]([C:44]([F:47])([F:45])[F:46])[CH:43]=1)[CH:6]1[CH2:12][CH2:11][CH2:10][N:9]([C:13]([O:15][CH:16]([CH3:18])[CH3:17])=[O:14])[C:8]2[CH:19]=[CH:20][C:21]([NH2:23])=[CH:22][C:7]1=2)(=[O:4])[CH3:3]. The yield is 0.750. (4) The reactants are [CH3:1][O:2][C:3]1[CH:4]=[C:5]2[C:9](=[CH:10][CH:11]=1)[N:8]([CH2:12][C:13]1[CH:18]=[CH:17][C:16]([CH2:19][O:20][C@H:21]([CH3:30])[C:22](N3CCOCC3)=[O:23])=[CH:15][CH:14]=1)[C:7]([CH3:31])=[C:6]2[C:32]([C:34]1[CH:39]=[CH:38][C:37]([CH3:40])=[CH:36][CH:35]=1)=[O:33].C1C[O:44]CC1.[OH-].[Li+]. The catalyst is CO.O. The product is [CH3:1][O:2][C:3]1[CH:4]=[C:5]2[C:9](=[CH:10][CH:11]=1)[N:8]([CH2:12][C:13]1[CH:18]=[CH:17][C:16]([CH2:19][O:20][C@H:21]([CH3:30])[C:22]([OH:23])=[O:44])=[CH:15][CH:14]=1)[C:7]([CH3:31])=[C:6]2[C:32](=[O:33])[C:34]1[CH:39]=[CH:38][C:37]([CH3:40])=[CH:36][CH:35]=1. The yield is 0.310.